This data is from Forward reaction prediction with 1.9M reactions from USPTO patents (1976-2016). The task is: Predict the product of the given reaction. (1) Given the reactants [CH3:1][C:2]1([CH3:28])[CH2:7][N:6]([S:8]([C:11]2[CH:17]=[CH:16][C:14]([CH3:15])=[CH:13][CH:12]=2)(=[O:10])=[O:9])[CH2:5][CH:4]([NH:18][C:19](=O)[C:20]2[CH:25]=[CH:24][CH:23]=[CH:22][N:21]=2)[C:3]1=[O:27].O1CCOCC1, predict the reaction product. The product is: [CH3:1][C:2]1([CH3:28])[CH2:7][N:6]([S:8]([C:11]2[CH:17]=[CH:16][C:14]([CH3:15])=[CH:13][CH:12]=2)(=[O:10])=[O:9])[CH2:5][C:4]2[N:18]=[C:19]([C:20]3[CH:25]=[CH:24][CH:23]=[CH:22][N:21]=3)[O:27][C:3]1=2. (2) Given the reactants [C:1]12([CH2:11][C:12]([NH:14][C:15]3[CH:24]=[CH:23][CH:22]=[C:21]4[C:16]=3[CH:17]=[CH:18][C:19]([C:25]#[C:26][CH2:27][N:28]([CH2:36][CH2:37][CH2:38][OH:39])[C:29](=[O:35])[O:30][C:31]([CH3:34])([CH3:33])[CH3:32])=[N:20]4)=[O:13])[CH2:10][CH:5]3[CH2:6][CH:7]([CH2:9][CH:3]([CH2:4]3)[CH2:2]1)[CH2:8]2.[H][H], predict the reaction product. The product is: [C:1]12([CH2:11][C:12]([NH:14][C:15]3[CH:24]=[CH:23][CH:22]=[C:21]4[C:16]=3[CH:17]=[CH:18][C:19]([CH2:25][CH2:26][CH2:27][N:28]([CH2:36][CH2:37][CH2:38][OH:39])[C:29](=[O:35])[O:30][C:31]([CH3:34])([CH3:33])[CH3:32])=[N:20]4)=[O:13])[CH2:2][CH:3]3[CH2:9][CH:7]([CH2:6][CH:5]([CH2:4]3)[CH2:10]1)[CH2:8]2. (3) Given the reactants [S:1]1[C:5]2[CH:6]=[CH:7][CH:8]=[CH:9][C:4]=2[CH:3]=[CH:2]1.[Al+3].[Cl-].[Cl-].[Cl-].ClC[CH2:16][C:17](Cl)=[O:18].Cl[CH2:21][Cl:22], predict the reaction product. The product is: [Cl:22][CH2:21][C:17](=[O:18])[CH2:16][C:3]1[C:4]2[CH:9]=[CH:8][CH:7]=[CH:6][C:5]=2[S:1][CH:2]=1. (4) Given the reactants [NH:1]1[C:9]2[C:4](=[CH:5][CH:6]=[CH:7][CH:8]=2)[C:3](/[CH:10]=[CH:11]/[C:12]2[CH:17]=[CH:16][CH:15]=[CH:14][C:13]=2[NH2:18])=[N:2]1.C(N(CC)CC)C.C[O:27][C:28](=O)[C:29]1[CH:34]=[CH:33][CH:32]=[C:31]([N+:35]([O-:37])=[O:36])[C:30]=1[CH2:38]Br.O, predict the reaction product. The product is: [NH:1]1[C:9]2[C:4](=[CH:5][CH:6]=[CH:7][CH:8]=2)[C:3](/[CH:10]=[CH:11]/[C:12]2[CH:17]=[CH:16][CH:15]=[CH:14][C:13]=2[N:18]2[CH2:38][C:30]3[C:29](=[CH:34][CH:33]=[CH:32][C:31]=3[N+:35]([O-:37])=[O:36])[C:28]2=[O:27])=[N:2]1. (5) Given the reactants [C:1]([C:3]1[CH:4]([C:18]2[CH:23]=[CH:22][N:21]=[CH:20][CH:19]=2)[C:5]([C:14]([O:16][CH3:17])=[O:15])=[C:6]([CH3:13])[NH:7][C:8]=1[CH2:9][CH:10]([CH3:12])[CH3:11])#[N:2].[N+]([O-])([O-])=O.[Ce+3].[NH4+].[NH4+].[N+]([O-])([O-])=O.[N+]([O-])([O-])=O.[N+]([O-])([O-])=O.[N+]([O-])([O-])=O, predict the reaction product. The product is: [C:1]([C:3]1[C:4]([C:18]2[CH:19]=[CH:20][N:21]=[CH:22][CH:23]=2)=[C:5]([C:14]([O:16][CH3:17])=[O:15])[C:6]([CH3:13])=[N:7][C:8]=1[CH2:9][CH:10]([CH3:11])[CH3:12])#[N:2]. (6) Given the reactants Cl[C:2]1[CH:7]=[C:6](Cl)[N:5]=[C:4]([C:9]2[CH:14]=[N:13][CH:12]=[C:11]([C:15]([F:18])([F:17])[F:16])[N:10]=2)[N:3]=1.[F-:19].[Cs+].Cl.[F:22][C:23]1([F:30])[CH2:28][CH2:27][CH:26]([NH2:29])[CH2:25][CH2:24]1.CC[N:33]([CH:37]([CH3:39])[CH3:38])C(C)C, predict the reaction product. The product is: [F:22][C:23]1([F:30])[CH2:28][CH2:27][CH:26]([NH:29][C:2]2[CH:7]=[C:6]([NH:33][CH:37]3[CH2:38][CH2:28][C:23]([F:22])([F:19])[CH2:24][CH2:39]3)[N:5]=[C:4]([C:9]3[CH:14]=[N:13][CH:12]=[C:11]([C:15]([F:18])([F:17])[F:16])[N:10]=3)[N:3]=2)[CH2:25][CH2:24]1.